Dataset: Full USPTO retrosynthesis dataset with 1.9M reactions from patents (1976-2016). Task: Predict the reactants needed to synthesize the given product. (1) The reactants are: [Br:1][C:2]1[CH:7]=[C:6]([F:8])[CH:5]=[CH:4][C:3]=1[C@H:9]1[C:14]([C:15]([O:17][CH3:18])=[O:16])=[C:13]([CH3:19])[NH:12][C:11]([C:20]2[S:21][CH:22]=[CH:23][N:24]=2)=[N:10]1.C1C(=O)N([Br:32])C(=O)C1. Given the product [Br:1][C:2]1[CH:7]=[C:6]([F:8])[CH:5]=[CH:4][C:3]=1[C@H:9]1[C:14]([C:15]([O:17][CH3:18])=[O:16])=[C:13]([CH2:19][Br:32])[NH:12][C:11]([C:20]2[S:21][CH:22]=[CH:23][N:24]=2)=[N:10]1, predict the reactants needed to synthesize it. (2) Given the product [NH2:8][CH2:9][CH2:10][C:11]([N:13]1[CH2:18][CH2:17][N:16]([CH2:19][CH2:20][CH2:21][C:22]([O:24][CH3:25])=[O:23])[CH2:15][CH2:14]1)=[O:12], predict the reactants needed to synthesize it. The reactants are: C(OC([NH:8][CH2:9][CH2:10][C:11]([N:13]1[CH2:18][CH2:17][N:16]([CH2:19][CH2:20][CH2:21][C:22]([O:24][CH3:25])=[O:23])[CH2:15][CH2:14]1)=[O:12])=O)(C)(C)C.FC(F)(F)C(O)=O. (3) Given the product [C:17]([O:16][CH2:14][C:13]([C:11]1[N:12]=[C:8]([NH:7][C:5]([O:4][CH2:1][CH:2]=[CH2:3])=[O:6])[S:9][CH:10]=1)([OH:20])[CH3:19])(=[O:23])[CH3:18], predict the reactants needed to synthesize it. The reactants are: [CH2:1]([O:4][C:5]([NH:7][C:8]1[S:9][CH:10]=[C:11]([C:13]([OH:20])([CH3:19])[C:14]([O:16][CH2:17][CH3:18])=O)[N:12]=1)=[O:6])[CH:2]=[CH2:3].[BH4-].[Na+].[OH2:23].Cl. (4) Given the product [ClH:1].[CH3:14][N:15]([CH3:16])[CH2:3][CH2:4][C:5]([C:6]1[CH:11]=[CH:10][CH:9]=[CH:8][CH:7]=1)=[O:12], predict the reactants needed to synthesize it. The reactants are: [ClH:1].O1[C:11]2[C:6](=[CH:7][CH:8]=[CH:9][CH:10]=2)[C:5](=[O:12])[CH2:4][CH2:3]1.Cl.[CH3:14][NH:15][CH3:16].C=O.